This data is from NCI-60 drug combinations with 297,098 pairs across 59 cell lines. The task is: Regression. Given two drug SMILES strings and cell line genomic features, predict the synergy score measuring deviation from expected non-interaction effect. (1) Drug 1: C1=CC(=CC=C1CCCC(=O)O)N(CCCl)CCCl. Drug 2: C1CN1P(=S)(N2CC2)N3CC3. Cell line: HL-60(TB). Synergy scores: CSS=96.3, Synergy_ZIP=-4.13, Synergy_Bliss=-8.67, Synergy_Loewe=-9.29, Synergy_HSA=-6.24. (2) Drug 1: CC(C)(C#N)C1=CC(=CC(=C1)CN2C=NC=N2)C(C)(C)C#N. Drug 2: CCCCCOC(=O)NC1=NC(=O)N(C=C1F)C2C(C(C(O2)C)O)O. Cell line: NCIH23. Synergy scores: CSS=-3.91, Synergy_ZIP=2.24, Synergy_Bliss=1.26, Synergy_Loewe=-7.08, Synergy_HSA=-7.11.